Dataset: Forward reaction prediction with 1.9M reactions from USPTO patents (1976-2016). Task: Predict the product of the given reaction. (1) Given the reactants FC(F)(F)S(O[C:7]1[CH2:8][CH2:9][N:10]([C:13]([O:15][C:16]([CH3:19])([CH3:18])[CH3:17])=[O:14])[CH2:11][CH:12]=1)(=O)=O.[C:22]([C:24]1[CH:25]=[C:26](B(O)O)[CH:27]=[CH:28][CH:29]=1)#[N:23].[Cl-].[Li+].C([O-])([O-])=O.[Na+].[Na+], predict the reaction product. The product is: [C:22]([C:24]1[CH:29]=[C:28]([C:7]2[CH2:8][CH2:9][N:10]([C:13]([O:15][C:16]([CH3:19])([CH3:18])[CH3:17])=[O:14])[CH2:11][CH:12]=2)[CH:27]=[CH:26][CH:25]=1)#[N:23]. (2) Given the reactants [N:1]1([C:6]([C:8]2[CH:9]=[N:10][N:11]([C:13]3[CH:25]=[CH:24][C:16]([O:17][CH:18]4[CH2:23][CH2:22][NH:21][CH2:20][CH2:19]4)=[CH:15][CH:14]=3)[CH:12]=2)=[O:7])[CH2:5][CH2:4][CH2:3][CH2:2]1.Br[CH2:27][CH:28]1[CH2:30][CH2:29]1.C(=O)([O-])[O-].[K+].[K+], predict the reaction product. The product is: [CH:28]1([CH2:27][N:21]2[CH2:20][CH2:19][CH:18]([O:17][C:16]3[CH:24]=[CH:25][C:13]([N:11]4[CH:12]=[C:8]([C:6]([N:1]5[CH2:5][CH2:4][CH2:3][CH2:2]5)=[O:7])[CH:9]=[N:10]4)=[CH:14][CH:15]=3)[CH2:23][CH2:22]2)[CH2:30][CH2:29]1. (3) The product is: [CH2:11]([O:10][CH:9]([O:13][CH2:14][CH3:15])[C:5]1[C:4]([F:16])=[CH:3][C:2]([C:23]([OH:24])([CH3:25])[CH3:22])=[CH:7][C:6]=1[F:8])[CH3:12]. Given the reactants Br[C:2]1[CH:3]=[C:4]([F:16])[C:5]([CH:9]([O:13][CH2:14][CH3:15])[O:10][CH2:11][CH3:12])=[C:6]([F:8])[CH:7]=1.[Li]CCCC.[CH3:22][C:23]([CH3:25])=[O:24], predict the reaction product.